Dataset: Reaction yield outcomes from USPTO patents with 853,638 reactions. Task: Predict the reaction yield, written as a fraction of the theoretical maximum amount of product (1.0 means a 100% yield; for example, 0.34 means a 34% yield). (1) The reactants are CC([N:5]([CH:9]1[CH2:14][CH2:13][N:12]([CH2:15][CH:16]2[C:20]3=[C:21]([Cl:29])[CH:22]=[N:23][C:24]4[CH:25]=[CH:26][C:27](=[O:28])[N:18]([C:19]=43)[CH2:17]2)[CH2:11][CH2:10]1)C(=O)[O-])(C)C.FC(F)(F)C(O)=O. The catalyst is ClCCl. The product is [NH2:5][CH:9]1[CH2:14][CH2:13][N:12]([CH2:15][CH:16]2[C:20]3=[C:21]([Cl:29])[CH:22]=[N:23][C:24]4[CH:25]=[CH:26][C:27](=[O:28])[N:18]([C:19]=43)[CH2:17]2)[CH2:11][CH2:10]1. The yield is 0.840. (2) The reactants are [OH:1][CH2:2][CH2:3][C:4]1[O:5][C:6]2[CH:12]=[CH:11][C:10]([C:13]3[CH:20]=[CH:19][C:16]([C:17]#[N:18])=[CH:15][CH:14]=3)=[CH:9][C:7]=2[CH:8]=1.C(N(CC)CC)C.[C:28]1([CH3:38])[CH:33]=[CH:32][C:31]([S:34](Cl)(=[O:36])=[O:35])=[CH:30][CH:29]=1. The catalyst is C(#N)C.CN(C)C1C=CN=CC=1. The product is [CH3:38][C:28]1[CH:33]=[CH:32][C:31]([S:34]([O:1][CH2:2][CH2:3][C:4]2[O:5][C:6]3[CH:12]=[CH:11][C:10]([C:13]4[CH:20]=[CH:19][C:16]([C:17]#[N:18])=[CH:15][CH:14]=4)=[CH:9][C:7]=3[CH:8]=2)(=[O:36])=[O:35])=[CH:30][CH:29]=1. The yield is 0.800. (3) The reactants are [ClH:1].O1CCOCC1.[CH:8]1([N:11]2[CH2:16][CH2:15][N:14](C(OC(C)(C)C)=O)[CH2:13][CH2:12]2)[CH2:10][CH2:9]1. The catalyst is CO.C(OCC)(=O)C. The product is [ClH:1].[ClH:1].[CH:8]1([N:11]2[CH2:16][CH2:15][NH:14][CH2:13][CH2:12]2)[CH2:10][CH2:9]1. The yield is 0.930. (4) The reactants are Br[C:2]1[S:6][C:5]([C:7]2([S:11]([NH:14][C:15](=[O:17])[CH3:16])(=[O:13])=[O:12])[CH2:10][CH2:9][CH2:8]2)=[N:4][CH:3]=1.[CH3:18][C:19]1[CH:20]=[C:21]([NH:34][C:35]2[N:40]=[C:39]([C:41]([F:44])([F:43])[F:42])[CH:38]=[CH:37][N:36]=2)[CH:22]=[C:23](B2OC(C)(C)C(C)(C)O2)[CH:24]=1.C(Cl)Cl.C([O-])([O-])=O.[Na+].[Na+]. The catalyst is O.C1C=CC(P(C2C=CC=CC=2)[C-]2C=CC=C2)=CC=1.C1C=CC(P(C2C=CC=CC=2)[C-]2C=CC=C2)=CC=1.Cl[Pd]Cl.[Fe+2].O1CCOCC1. The product is [CH3:18][C:19]1[CH:24]=[C:23]([C:2]2[S:6][C:5]([C:7]3([S:11]([NH:14][C:15](=[O:17])[CH3:16])(=[O:13])=[O:12])[CH2:10][CH2:9][CH2:8]3)=[N:4][CH:3]=2)[CH:22]=[C:21]([NH:34][C:35]2[N:40]=[C:39]([C:41]([F:44])([F:42])[F:43])[CH:38]=[CH:37][N:36]=2)[CH:20]=1. The yield is 0.520. (5) The reactants are [CH3:1][O:2][CH:3](Cl)Cl.[Br:6][C:7]1[CH:16]=[CH:15][C:14]2[C:9](=[CH:10][CH:11]=[C:12]([O:17]C)[CH:13]=2)[CH:8]=1.Cl. The catalyst is ClCCl.Cl[Ti](Cl)(Cl)Cl. The yield is 1.00. The product is [Br:6][C:7]1[CH:8]=[C:9]2[C:14](=[CH:15][CH:16]=1)[C:13]([CH:12]=[O:17])=[C:3]([O:2][CH3:1])[CH:11]=[CH:10]2.